The task is: Predict the product of the given reaction.. This data is from Forward reaction prediction with 1.9M reactions from USPTO patents (1976-2016). (1) Given the reactants [Cl:1][C:2]1[CH:7]=[CH:6][C:5]([S:8][C:9]2[C:17]3[C:16]([S:18]([CH3:21])(=[O:20])=[O:19])=[CH:15][C:14]([O:22][CH3:23])=[C:13]([S:24]([CH3:27])(=[O:26])=[O:25])[C:12]=3[N:11]3[CH2:28][CH2:29][CH:30]([CH2:31][C:32]([O:34]C)=[O:33])[C:10]=23)=[CH:4][CH:3]=1.O1CCOCC1.Cl, predict the reaction product. The product is: [Cl:1][C:2]1[CH:7]=[CH:6][C:5]([S:8][C:9]2[C:17]3[C:16]([S:18]([CH3:21])(=[O:20])=[O:19])=[CH:15][C:14]([O:22][CH3:23])=[C:13]([S:24]([CH3:27])(=[O:25])=[O:26])[C:12]=3[N:11]3[CH2:28][CH2:29][CH:30]([CH2:31][C:32]([OH:34])=[O:33])[C:10]=23)=[CH:4][CH:3]=1. (2) Given the reactants CS([O:5][CH2:6][CH:7]1[CH2:12][CH2:11][N:10]([C:13]([O:15][C:16]([CH3:19])([CH3:18])[CH3:17])=[O:14])[CH2:9][CH2:8]1)(=O)=O.C([O-])([O-])=O.[K+].[K+].[Cl:26][C:27]1[N:32]=[CH:31][C:30](O)=[CH:29][N:28]=1.O, predict the reaction product. The product is: [Cl:26][C:27]1[N:32]=[CH:31][C:30]([O:5][CH2:6][CH:7]2[CH2:12][CH2:11][N:10]([C:13]([O:15][C:16]([CH3:19])([CH3:18])[CH3:17])=[O:14])[CH2:9][CH2:8]2)=[CH:29][N:28]=1. (3) Given the reactants [I:1][C:2]1[CH:3]=[C:4]([C:8]2[N:9]=[N:10][NH:11][N:12]=2)[CH:5]=[CH:6][CH:7]=1.C(N(CC)CC)C.Br[CH2:21][CH2:22][CH2:23][OH:24], predict the reaction product. The product is: [I:1][C:2]1[CH:3]=[C:4]([C:8]2[N:9]=[N:10][N:11]([CH2:21][CH2:22][CH2:23][OH:24])[N:12]=2)[CH:5]=[CH:6][CH:7]=1.